Dataset: NCI-60 drug combinations with 297,098 pairs across 59 cell lines. Task: Regression. Given two drug SMILES strings and cell line genomic features, predict the synergy score measuring deviation from expected non-interaction effect. (1) Drug 1: CCC(=C(C1=CC=CC=C1)C2=CC=C(C=C2)OCCN(C)C)C3=CC=CC=C3.C(C(=O)O)C(CC(=O)O)(C(=O)O)O. Drug 2: N.N.Cl[Pt+2]Cl. Cell line: OVCAR-8. Synergy scores: CSS=18.1, Synergy_ZIP=-3.44, Synergy_Bliss=6.03, Synergy_Loewe=-3.24, Synergy_HSA=2.85. (2) Drug 1: CC1OCC2C(O1)C(C(C(O2)OC3C4COC(=O)C4C(C5=CC6=C(C=C35)OCO6)C7=CC(=C(C(=C7)OC)O)OC)O)O. Drug 2: CC1=C2C(C(=O)C3(C(CC4C(C3C(C(C2(C)C)(CC1OC(=O)C(C(C5=CC=CC=C5)NC(=O)C6=CC=CC=C6)O)O)OC(=O)C7=CC=CC=C7)(CO4)OC(=O)C)O)C)OC(=O)C. Cell line: ACHN. Synergy scores: CSS=50.5, Synergy_ZIP=-9.18, Synergy_Bliss=-5.75, Synergy_Loewe=-3.72, Synergy_HSA=-2.66. (3) Drug 1: C1CC2CC3=C(CC1C24CN(S(=O)(=O)N4)CC(F)(F)F)C=CC(=C3)C=CCN5CCC(CC5)C(F)(F)F. Drug 2: B(C(CC(C)C)NC(=O)C(CC1=CC=CC=C1)NC(=O)C2=NC=CN=C2)(O)O. Cell line: HCT116. Synergy scores: CSS=62.9, Synergy_ZIP=0.269, Synergy_Bliss=-0.486, Synergy_Loewe=-4.76, Synergy_HSA=0.665. (4) Drug 2: CN(CC1=CN=C2C(=N1)C(=NC(=N2)N)N)C3=CC=C(C=C3)C(=O)NC(CCC(=O)O)C(=O)O. Drug 1: C1=CC(=CC=C1C#N)C(C2=CC=C(C=C2)C#N)N3C=NC=N3. Synergy scores: CSS=24.7, Synergy_ZIP=-2.13, Synergy_Bliss=-0.768, Synergy_Loewe=9.42, Synergy_HSA=4.18. Cell line: HOP-62. (5) Drug 1: CC(CN1CC(=O)NC(=O)C1)N2CC(=O)NC(=O)C2. Drug 2: CC1C(C(CC(O1)OC2CC(CC3=C2C(=C4C(=C3O)C(=O)C5=C(C4=O)C(=CC=C5)OC)O)(C(=O)C)O)N)O.Cl. Cell line: MDA-MB-231. Synergy scores: CSS=23.6, Synergy_ZIP=2.75, Synergy_Bliss=5.23, Synergy_Loewe=1.76, Synergy_HSA=7.08. (6) Cell line: A549. Drug 2: CCC1(CC2CC(C3=C(CCN(C2)C1)C4=CC=CC=C4N3)(C5=C(C=C6C(=C5)C78CCN9C7C(C=CC9)(C(C(C8N6C)(C(=O)OC)O)OC(=O)C)CC)OC)C(=O)OC)O.OS(=O)(=O)O. Synergy scores: CSS=48.7, Synergy_ZIP=12.0, Synergy_Bliss=14.5, Synergy_Loewe=7.30, Synergy_HSA=11.4. Drug 1: C1CCN(CC1)CCOC2=CC=C(C=C2)C(=O)C3=C(SC4=C3C=CC(=C4)O)C5=CC=C(C=C5)O. (7) Drug 1: C1=NC2=C(N1)C(=S)N=CN2. Drug 2: COCCOC1=C(C=C2C(=C1)C(=NC=N2)NC3=CC=CC(=C3)C#C)OCCOC.Cl. Cell line: OVCAR-8. Synergy scores: CSS=21.7, Synergy_ZIP=-5.52, Synergy_Bliss=-0.920, Synergy_Loewe=0.373, Synergy_HSA=0.954.